Dataset: Catalyst prediction with 721,799 reactions and 888 catalyst types from USPTO. Task: Predict which catalyst facilitates the given reaction. (1) Reactant: [Br:1][C:2]1[CH:13]=[CH:12][C:5]([O:6][C:7]([CH3:11])([CH3:10])[CH:8]=[O:9])=[CH:4][CH:3]=1.[CH3:14][Mg]Br.[Cl-].[NH4+]. Product: [Br:1][C:2]1[CH:13]=[CH:12][C:5]([O:6][C:7]([CH3:10])([CH3:11])[CH:8]([OH:9])[CH3:14])=[CH:4][CH:3]=1. The catalyst class is: 7. (2) Reactant: [C:1]([O:5][C:6](=[O:41])[NH:7][C:8]([CH3:40])([CH3:39])/[CH:9]=[CH:10]/[C:11]1[CH:16]=[CH:15][C:14]([N:17]2[CH2:21][C:20](=[O:22])[N:19](CC[Si](C)(C)C)[S:18]2(=[O:30])=[O:29])=[C:13]([O:31][CH2:32][C:33]2[CH:38]=[CH:37][CH:36]=[CH:35][CH:34]=2)[CH:12]=1)([CH3:4])([CH3:3])[CH3:2].[F-].[Cs+]. Product: [C:1]([O:5][C:6](=[O:41])[NH:7][C:8]([CH3:40])([CH3:39])/[CH:9]=[CH:10]/[C:11]1[CH:16]=[CH:15][C:14]([N:17]2[CH2:21][C:20](=[O:22])[NH:19][S:18]2(=[O:30])=[O:29])=[C:13]([O:31][CH2:32][C:33]2[CH:34]=[CH:35][CH:36]=[CH:37][CH:38]=2)[CH:12]=1)([CH3:4])([CH3:2])[CH3:3]. The catalyst class is: 3.